Dataset: Full USPTO retrosynthesis dataset with 1.9M reactions from patents (1976-2016). Task: Predict the reactants needed to synthesize the given product. The reactants are: [NH2:1][C:2]1[NH:6][N:5]=[CH:4][C:3]=1[C:7]([O:9][CH2:10][CH3:11])=[O:8].[O:12]1[CH2:17][CH2:16][O:15][C:14]2[CH:18]=[C:19]([C:22](=O)[CH2:23][C:24](OCC)=[O:25])[CH:20]=[CH:21][C:13]1=2. Given the product [O:12]1[CH2:17][CH2:16][O:15][C:14]2[CH:18]=[C:19]([C:22]3[NH:1][C:2]4[N:6]([N:5]=[CH:4][C:3]=4[C:7]([O:9][CH2:10][CH3:11])=[O:8])[C:24](=[O:25])[CH:23]=3)[CH:20]=[CH:21][C:13]1=2, predict the reactants needed to synthesize it.